Dataset: Full USPTO retrosynthesis dataset with 1.9M reactions from patents (1976-2016). Task: Predict the reactants needed to synthesize the given product. (1) Given the product [ClH:1].[CH2:26]([O:25][CH:23]1[CH2:24][NH:21][CH2:22]1)[CH2:27][CH2:28][CH3:29], predict the reactants needed to synthesize it. The reactants are: [Cl:1]C(OC(Cl)C)=O.C([N:21]1[CH2:24][CH:23]([O:25][CH2:26][CH2:27][CH2:28][CH3:29])[CH2:22]1)(C1C=CC=CC=1)C1C=CC=CC=1.CO. (2) Given the product [C:19]([O:23][C:24]([N:26]1[CH2:32][CH2:31][CH2:30][N:29]([C:2]2[N:3]([C:13]3[CH:18]=[CH:17][CH:16]=[CH:15][CH:14]=3)[C:4]3[C:9]([C:10]=2[CH:11]=[O:12])=[CH:8][CH:7]=[CH:6][CH:5]=3)[CH2:28][CH2:27]1)=[O:25])([CH3:22])([CH3:20])[CH3:21], predict the reactants needed to synthesize it. The reactants are: Cl[C:2]1[N:3]([C:13]2[CH:18]=[CH:17][CH:16]=[CH:15][CH:14]=2)[C:4]2[C:9]([C:10]=1[CH:11]=[O:12])=[CH:8][CH:7]=[CH:6][CH:5]=2.[C:19]([O:23][C:24]([N:26]1[CH2:32][CH2:31][CH2:30][NH:29][CH2:28][CH2:27]1)=[O:25])([CH3:22])([CH3:21])[CH3:20]. (3) The reactants are: [F:1][C:2]1[CH:7]=[C:6]([CH2:8][CH2:9][CH2:10][CH2:11]O)[CH:5]=[C:4]([F:13])[C:3]=1[CH:14]([C:18]([O-:20])=[O:19])[C:15]([O-:17])=[O:16].C([N:23]([CH2:26]C)[CH2:24]C)C.CS(Cl)(=O)=O.[CH2:33](NCC)[CH3:34].O1CC[CH2:40][CH2:39]1. Given the product [CH3:26][N:23]([CH3:24])[CH2:11][CH2:10][CH2:9][CH2:8][C:6]1[CH:7]=[C:2]([F:1])[C:3]([CH:14]([C:18]([O:20][CH2:39][CH3:40])=[O:19])[C:15]([O:17][CH2:33][CH3:34])=[O:16])=[C:4]([F:13])[CH:5]=1, predict the reactants needed to synthesize it. (4) Given the product [F:23][C:24]([F:35])([F:34])[C:25]([C:9]1[N:10]=[C:11]([C:12]2[CH:13]=[CH:14][C:15]([N+:18]([O-:20])=[O:19])=[CH:16][CH:17]=2)[O:22][C:8]=1[N:5]1[CH2:4][CH2:3][N:2]([CH3:1])[CH2:7][CH2:6]1)=[O:26], predict the reactants needed to synthesize it. The reactants are: [CH3:1][N:2]1[CH2:7][CH2:6][N:5]([C:8](=[O:22])[CH2:9][NH:10][C:11](=O)[C:12]2[CH:17]=[CH:16][C:15]([N+:18]([O-:20])=[O:19])=[CH:14][CH:13]=2)[CH2:4][CH2:3]1.[F:23][C:24]([F:35])([F:34])[C:25](O[C:25](=[O:26])[C:24]([F:35])([F:34])[F:23])=[O:26]. (5) Given the product [CH3:22][C:17]1([CH3:23])[C:18]([CH3:21])([CH3:20])[O:19][B:15]([C:2]2[CH:3]=[C:4]3[C:8](=[CH:9][CH:10]=2)[NH:7][C:6]([C:11]([F:14])([F:13])[F:12])=[CH:5]3)[O:16]1, predict the reactants needed to synthesize it. The reactants are: Br[C:2]1[CH:3]=[C:4]2[C:8](=[CH:9][CH:10]=1)[NH:7][C:6]([C:11]([F:14])([F:13])[F:12])=[CH:5]2.[B:15]1([B:15]2[O:19][C:18]([CH3:21])([CH3:20])[C:17]([CH3:23])([CH3:22])[O:16]2)[O:19][C:18]([CH3:21])([CH3:20])[C:17]([CH3:23])([CH3:22])[O:16]1.CC([O-])=O.[K+].C(Cl)Cl.